This data is from HIV replication inhibition screening data with 41,000+ compounds from the AIDS Antiviral Screen. The task is: Binary Classification. Given a drug SMILES string, predict its activity (active/inactive) in a high-throughput screening assay against a specified biological target. (1) The compound is COc1cc(-c2ccccc2)cn2c1nc1ccccc12. The result is 0 (inactive). (2) The molecule is COC(CC1(OC)OC(=O)C=C1N)OC. The result is 0 (inactive). (3) The molecule is O=C1CC(c2ccco2)C2(C(=O)CCCC2=O)C(c2ccco2)C1. The result is 0 (inactive).